From a dataset of Forward reaction prediction with 1.9M reactions from USPTO patents (1976-2016). Predict the product of the given reaction. Given the reactants B(Br)(Br)Br.[Cl:5][C:6]1[C:7]([O:19]C)=[CH:8][C:9]([CH3:18])=[C:10]([CH2:12][C:13]([O:15][CH2:16][CH3:17])=[O:14])[CH:11]=1, predict the reaction product. The product is: [Cl:5][C:6]1[C:7]([OH:19])=[CH:8][C:9]([CH3:18])=[C:10]([CH2:12][C:13]([O:15][CH2:16][CH3:17])=[O:14])[CH:11]=1.